This data is from Forward reaction prediction with 1.9M reactions from USPTO patents (1976-2016). The task is: Predict the product of the given reaction. (1) Given the reactants [CH3:1][O:2][C:3](/[CH:5]=[CH:6]/[C:7]([OH:9])=[O:8])=[O:4].Cl.CN(C)CCCN=C=NCC.O[C@@H:23]([CH3:35])[C:24]([N:26]([CH2:31][CH2:32][O:33][CH3:34])[CH2:27][CH2:28][O:29][CH3:30])=[O:25], predict the reaction product. The product is: [C:7]([O:9][C@H:23]([C:24](=[O:25])[N:26]([CH2:27][CH2:28][O:29][CH3:30])[CH2:31][CH2:32][O:33][CH3:34])[CH3:35])(=[O:8])/[CH:6]=[CH:5]/[C:3]([O:2][CH3:1])=[O:4]. (2) Given the reactants [C:1]([O:5][C:6]([N:8]1[CH2:15][C@@H:14]([F:16])[CH2:13][C@H:9]1[C:10]([OH:12])=O)=[O:7])([CH3:4])([CH3:3])[CH3:2].[NH:17]1[CH2:22][CH2:21][O:20][CH2:19][CH2:18]1, predict the reaction product. The product is: [F:16][C@@H:14]1[CH2:15][N:8]([C:6]([O:5][C:1]([CH3:2])([CH3:3])[CH3:4])=[O:7])[C@H:9]([C:10]([N:17]2[CH2:22][CH2:21][O:20][CH2:19][CH2:18]2)=[O:12])[CH2:13]1. (3) Given the reactants [CH2:1]([C:3]1[CH:8]=[CH:7][C:6]([N:9]([CH2:29][CH:30]([CH3:32])[CH3:31])[S:10]([C:13]2[CH:14]=[CH:15][C:16]([C:23]#[C:24][Si](C)(C)C)=[C:17]([CH:22]=2)[C:18]([O:20][CH3:21])=[O:19])(=[O:12])=[O:11])=[CH:5][CH:4]=1)[CH3:2].[OH:33]S(O)(=O)=O, predict the reaction product. The product is: [C:23]([C:16]1[CH:15]=[CH:14][C:13]([S:10](=[O:11])(=[O:12])[N:9]([C:6]2[CH:7]=[CH:8][C:3]([CH2:1][CH3:2])=[CH:4][CH:5]=2)[CH2:29][CH:30]([CH3:31])[CH3:32])=[CH:22][C:17]=1[C:18]([O:20][CH3:21])=[O:19])(=[O:33])[CH3:24]. (4) Given the reactants Cl[C:2]1[N:7]=[CH:6][C:5]([CH2:8][N:9]2[C@@H:13]3[CH2:14][CH2:15][CH2:16][CH2:17][C@H:12]3[N:11]([C:18]3[CH:25]=[CH:24][C:21]([C:22]#[N:23])=[C:20]([C:26]([F:29])([F:28])[F:27])[CH:19]=3)[C:10]2=[O:30])=[CH:4][CH:3]=1.C[C:32]([N:34](C)C)=O, predict the reaction product. The product is: [C:22]([C:21]1[CH:24]=[CH:25][C:18]([N:11]2[C@@H:12]3[CH2:17][CH2:16][CH2:15][CH2:14][C@H:13]3[N:9]([CH2:8][C:5]3[CH:4]=[CH:3][C:2]([C:32]#[N:34])=[N:7][CH:6]=3)[C:10]2=[O:30])=[CH:19][C:20]=1[C:26]([F:28])([F:29])[F:27])#[N:23]. (5) Given the reactants [CH:1]1[C:13]2[CH:12]([CH2:14][O:15][C:16]([N:18]3[CH2:23][CH2:22][CH:21]([C:24]4[O:28][N:27]=[C:26]([C@@H:29]5[CH2:34][CH2:33][C@@H:32]([N:35]([O:39][CH2:40][C:41]6[CH:46]=[CH:45][CH:44]=[CH:43][CH:42]=6)[C:36]([Cl:38])=[O:37])[CH2:31][N:30]5C(OC(C)(C)C)=O)[N:25]=4)[CH2:20][CH2:19]3)=[O:17])[C:11]3[C:6](=[CH:7][CH:8]=[CH:9][CH:10]=3)[C:5]=2[CH:4]=[CH:3][CH:2]=1.Cl.O1CCOCC1, predict the reaction product. The product is: [CH2:40]([O:39][N:35]([C:36]([Cl:38])=[O:37])[C@H:32]1[CH2:31][NH:30][C@H:29]([C:26]2[N:25]=[C:24]([CH:21]3[CH2:22][CH2:23][N:18]([C:16]([O:15][CH2:14][CH:12]4[C:11]5[CH:10]=[CH:9][CH:8]=[CH:7][C:6]=5[C:5]5[C:13]4=[CH:1][CH:2]=[CH:3][CH:4]=5)=[O:17])[CH2:19][CH2:20]3)[O:28][N:27]=2)[CH2:34][CH2:33]1)[C:41]1[CH:42]=[CH:43][CH:44]=[CH:45][CH:46]=1. (6) Given the reactants [CH2:1](Cl)[CH:2]=[CH2:3].[OH-].[Na+].[OH:7][CH2:8][C@@H:9]([C@H:11]([C@@H:13]([C@@H:15]([CH2:17][OH:18])[OH:16])[OH:14])[OH:12])[OH:10], predict the reaction product. The product is: [CH2:1]([O:18][CH2:17][C@@H:15]([C@H:13]([C@@H:11]([C@@H:9]([CH2:8][OH:7])[OH:10])[OH:12])[OH:14])[OH:16])[CH:2]=[CH2:3]. (7) Given the reactants Br[C:2]1[CH:3]=[C:4]([CH:8]2[C:17]([CH3:19])([CH3:18])[CH2:16][C:15]3[C:10](=[CH:11][CH:12]=[C:13]([C:20]([OH:22])=[O:21])[CH:14]=3)[NH:9]2)[CH:5]=[CH:6][CH:7]=1.[O:23]1[CH2:27][CH2:26][NH:25][C:24]1=[O:28].Cl.CN(C)CC(O)=O.C(=O)([O-])[O-].[K+].[K+], predict the reaction product. The product is: [CH3:18][C:17]1([CH3:19])[CH2:16][C:15]2[C:10](=[CH:11][CH:12]=[C:13]([C:20]([OH:22])=[O:21])[CH:14]=2)[NH:9][CH:8]1[C:4]1[CH:5]=[CH:6][CH:7]=[C:2]([N:25]2[CH2:26][CH2:27][O:23][C:24]2=[O:28])[CH:3]=1. (8) Given the reactants [NH2:1][C:2]1[S:3][CH:4]=[CH:5][N:6]=1.C(N(CC)CC)C.[Cl-].ClC1N(C)CC[NH+]1C.[OH:23][C:24]1[CH:25]=[C:26]([O:33][CH:34]([CH3:36])[CH3:35])[CH:27]=[C:28]([CH:32]=1)[C:29](O)=[O:30].[Cl-].[NH4+], predict the reaction product. The product is: [OH:23][C:24]1[CH:25]=[C:26]([O:33][CH:34]([CH3:36])[CH3:35])[CH:27]=[C:28]([CH:32]=1)[C:29]([NH:1][C:2]1[S:3][CH:4]=[CH:5][N:6]=1)=[O:30]. (9) Given the reactants CC1(C)C(C)(C)OB([C:9]2[CH:10]=[C:11]3[C:15](=[CH:16][CH:17]=2)[CH2:14][C@H:13]([NH:18][S:19]([CH:22]([CH3:24])[CH3:23])(=[O:21])=[O:20])[CH2:12]3)O1.Br[C:27]1[CH:32]=[CH:31][C:30]([Cl:33])=[CH:29][N:28]=1.C([O-])([O-])=O.[Na+].[Na+], predict the reaction product. The product is: [Cl:33][C:30]1[CH:31]=[CH:32][C:27]([C:9]2[CH:10]=[C:11]3[C:15](=[CH:16][CH:17]=2)[CH2:14][C@H:13]([NH:18][S:19]([CH:22]([CH3:23])[CH3:24])(=[O:20])=[O:21])[CH2:12]3)=[N:28][CH:29]=1. (10) Given the reactants [CH2:1]([C:3]1[N:4]([C:28]2[CH:33]=[CH:32][C:31]([OH:34])=[CH:30][CH:29]=2)[C:5](=[O:27])[C:6]([CH2:12][C:13]2[CH:18]=[CH:17][C:16]([C:19]3[C:20]([C:25]#[N:26])=[CH:21][CH:22]=[CH:23][CH:24]=3)=[CH:15][CH:14]=2)=[C:7]([CH2:9][CH2:10][CH3:11])[N:8]=1)[CH3:2].[Si:35]([O:42][C:43]([C@@H:46]1[CH2:51][CH2:50][C@H:49](O)[CH2:48][CH2:47]1)([CH3:45])[CH3:44])([C:38]([CH3:41])([CH3:40])[CH3:39])([CH3:37])[CH3:36].C1(P(C2C=CC=CC=2)C2C=CC=CC=2)C=CC=CC=1.N(C(OC(C)C)=O)=NC(OC(C)C)=O, predict the reaction product. The product is: [Si:35]([O:42][C:43]([C@H:46]1[CH2:47][CH2:48][C@H:49]([O:34][C:31]2[CH:32]=[CH:33][C:28]([N:4]3[C:5](=[O:27])[C:6]([CH2:12][C:13]4[CH:18]=[CH:17][C:16]([C:19]5[C:20]([C:25]#[N:26])=[CH:21][CH:22]=[CH:23][CH:24]=5)=[CH:15][CH:14]=4)=[C:7]([CH2:9][CH2:10][CH3:11])[N:8]=[C:3]3[CH2:1][CH3:2])=[CH:29][CH:30]=2)[CH2:50][CH2:51]1)([CH3:45])[CH3:44])([C:38]([CH3:39])([CH3:40])[CH3:41])([CH3:37])[CH3:36].